Dataset: Full USPTO retrosynthesis dataset with 1.9M reactions from patents (1976-2016). Task: Predict the reactants needed to synthesize the given product. (1) Given the product [F:19][C:20]1[CH:25]=[CH:24][CH:23]=[CH:22][C:21]=1[C:2]1[N:7]=[CH:6][C:5]([C:8]2[CH:9]=[N:10][CH:11]=[C:12]([CH3:14])[CH:13]=2)=[CH:4][C:3]=1[C:15]([O:17][CH3:18])=[O:16], predict the reactants needed to synthesize it. The reactants are: Cl[C:2]1[N:7]=[CH:6][C:5]([C:8]2[CH:9]=[N:10][CH:11]=[C:12]([CH3:14])[CH:13]=2)=[CH:4][C:3]=1[C:15]([O:17][CH3:18])=[O:16].[F:19][C:20]1[CH:25]=[CH:24][CH:23]=[CH:22][C:21]=1B(O)O.C(=O)([O-])[O-].[Cs+].[Cs+]. (2) Given the product [Cl:1][C:2]1[C:3]2[CH2:4][CH:5]([CH3:14])[N:6]3[CH:7]([C:8]=2[CH:9]=[CH:10][C:11]=1[O:12][CH3:13])[CH2:26][C:25](=[O:27])[C:19]([C:20]([O:22][CH2:23][CH3:24])=[O:21])=[CH:18]3, predict the reactants needed to synthesize it. The reactants are: [Cl:1][C:2]1[C:11]([O:12][CH3:13])=[CH:10][CH:9]=[C:8]2[C:3]=1[CH2:4][CH:5]([CH3:14])[N:6]=[CH:7]2.C(O[CH:18]=[C:19]([C:25](=[O:27])[CH3:26])[C:20]([O:22][CH2:23][CH3:24])=[O:21])C. (3) Given the product [CH3:19][O:18][C:13](=[O:17])[C@@H:14]([O:1][C:2]1[CH:9]=[CH:8][C:5]([CH:6]=[O:7])=[CH:4][C:3]=1[N+:10]([O-:12])=[O:11])[CH3:16], predict the reactants needed to synthesize it. The reactants are: [OH:1][C:2]1[CH:9]=[CH:8][C:5]([CH:6]=[O:7])=[CH:4][C:3]=1[N+:10]([O-:12])=[O:11].[C:13]([O:18][CH3:19])(=[O:17])[C@@H:14]([CH3:16])O.C(OCC)(=O)CO.